This data is from Full USPTO retrosynthesis dataset with 1.9M reactions from patents (1976-2016). The task is: Predict the reactants needed to synthesize the given product. (1) Given the product [CH:28]1([NH:27][C:23]2[CH:22]=[C:21]([C:19]3[CH:18]=[CH:17][CH:16]=[C:15]([CH2:14][N:11]4[CH2:12][CH2:13][NH:8][CH2:9][CH2:10]4)[N:20]=3)[CH:26]=[CH:25][N:24]=2)[CH2:33][CH2:32][CH2:31][CH2:30][CH2:29]1, predict the reactants needed to synthesize it. The reactants are: C(OC([N:8]1[CH2:13][CH2:12][N:11]([CH2:14][C:15]2[N:20]=[C:19]([C:21]3[CH:26]=[CH:25][N:24]=[C:23]([NH:27][CH:28]4[CH2:33][CH2:32][CH2:31][CH2:30][CH2:29]4)[CH:22]=3)[CH:18]=[CH:17][CH:16]=2)[CH2:10][CH2:9]1)=O)(C)(C)C. (2) The reactants are: [CH3:1][NH:2][CH2:3][C:4]1[CH:9]=[CH:8][C:7]([C:10]([N:12]2[CH2:18][C:17]3([CH3:20])[CH2:19][CH:13]2[CH2:14][C:15]([CH3:22])([CH3:21])[CH2:16]3)=[O:11])=[CH:6][CH:5]=1.[CH3:23][O:24][C:25](=[O:30])[CH2:26][C:27](Cl)=[O:28]. Given the product [CH3:23][O:24][C:25](=[O:30])[CH2:26][C:27]([N:2]([CH3:1])[CH2:3][C:4]1[CH:5]=[CH:6][C:7]([C:10]([N:12]2[CH2:18][C:17]3([CH3:20])[CH2:19][CH:13]2[CH2:14][C:15]([CH3:22])([CH3:21])[CH2:16]3)=[O:11])=[CH:8][CH:9]=1)=[O:28], predict the reactants needed to synthesize it. (3) Given the product [CH3:19][C:18]1[C:17]([NH:20][C:2]2[C:11]3[C:6](=[CH:7][CH:8]=[C:9]([I:12])[CH:10]=3)[N:5]=[CH:4][CH:3]=2)=[N:16][NH:15][C:14]=1[CH3:13], predict the reactants needed to synthesize it. The reactants are: Cl[C:2]1[C:11]2[C:6](=[CH:7][CH:8]=[C:9]([I:12])[CH:10]=2)[N:5]=[CH:4][CH:3]=1.[CH3:13][C:14]1[C:18]([CH3:19])=[C:17]([NH2:20])[NH:16][N:15]=1.Cl. (4) Given the product [CH3:1][O:2][C:3]([C:5]1[CH:6]=[CH:7][C:8]2[O:13][CH2:12][CH2:11][N:10]([C:29]([O:28][C:25]([CH3:27])([CH3:26])[CH3:24])=[O:30])[C:9]=2[CH:14]=1)=[O:4], predict the reactants needed to synthesize it. The reactants are: [CH3:1][O:2][C:3]([C:5]1[CH:6]=[CH:7][C:8]2[O:13][CH2:12][CH2:11][NH:10][C:9]=2[CH:14]=1)=[O:4].CCN(C(C)C)C(C)C.[CH3:24][C:25]([O:28][C:29](O[C:29]([O:28][C:25]([CH3:27])([CH3:26])[CH3:24])=[O:30])=[O:30])([CH3:27])[CH3:26]. (5) The reactants are: [CH2:1]([O:8][CH:9]([C:16]1[O:20][N:19]=[C:18]([C:21]([OH:23])=O)[CH:17]=1)[C:10]1[CH:15]=[CH:14][CH:13]=[CH:12][CH:11]=1)[C:2]1[CH:7]=[CH:6][CH:5]=[CH:4][CH:3]=1.Cl.[O:25]1[CH2:29][CH2:28][CH:27]([CH2:30][NH2:31])[CH2:26]1.C(N(CC)CC)C.ON1C2C=CC=CC=2N=N1.Cl.C(N=C=NCCCN(C)C)C. Given the product [O:25]1[CH2:29][CH2:28][CH:27]([CH2:30][NH:31][C:21]([C:18]2[CH:17]=[C:16]([CH:9]([O:8][CH2:1][C:2]3[CH:7]=[CH:6][CH:5]=[CH:4][CH:3]=3)[C:10]3[CH:11]=[CH:12][CH:13]=[CH:14][CH:15]=3)[O:20][N:19]=2)=[O:23])[CH2:26]1, predict the reactants needed to synthesize it.